Dataset: Reaction yield outcomes from USPTO patents with 853,638 reactions. Task: Predict the reaction yield, written as a fraction of the theoretical maximum amount of product (1.0 means a 100% yield; for example, 0.34 means a 34% yield). (1) The reactants are [N:1]1([C:7]2[N:12]3[N:13]=[C:14]([C:16]4[CH:21]=[N:20][CH:19]=[CH:18][N:17]=4)[CH:15]=[C:11]3[N:10]=[C:9]([NH:22][NH2:23])[CH:8]=2)[CH2:6][CH2:5][O:4][CH2:3][CH2:2]1.[CH:24]([C:26]1[C:34]2[C:29](=[CH:30][CH:31]=[CH:32][CH:33]=2)[NH:28][CH:27]=1)=O.C(O)(=O)C. The catalyst is C(O)C. The product is [NH:28]1[C:29]2[C:34](=[CH:33][CH:32]=[CH:31][CH:30]=2)[C:26]([CH:24]=[N:23][NH:22][C:9]2[CH:8]=[C:7]([N:1]3[CH2:6][CH2:5][O:4][CH2:3][CH2:2]3)[N:12]3[N:13]=[C:14]([C:16]4[CH:21]=[N:20][CH:19]=[CH:18][N:17]=4)[CH:15]=[C:11]3[N:10]=2)=[CH:27]1. The yield is 0.540. (2) The reactants are [CH3:1][C:2]1[CH:7]=[CH:6][C:5]([NH:8][C:9](=[O:23])[C:10]2[CH:15]=[CH:14][C:13]([CH2:16][N:17]3[CH2:22][CH2:21][NH:20][CH2:19][CH2:18]3)=[CH:12][CH:11]=2)=[CH:4][C:3]=1[NH:24][C:25]1[N:30]=[C:29]([C:31]2[CH:32]=[N:33][CH:34]=[CH:35][CH:36]=2)[CH:28]=[CH:27][N:26]=1.[CH2:37]([O:39][C:40](=[O:56])[CH:41]([O:43][P:44]([CH2:53][CH:54]=O)([O:46][C:47]1[CH:52]=[CH:51][CH:50]=[CH:49][CH:48]=1)=[O:45])[CH3:42])[CH3:38].[BH3-]C#N.[Na+]. The catalyst is C(O)(=O)C.CN(C=O)C. The product is [CH2:37]([O:39][C:40](=[O:56])[CH:41]([O:43][P:44]([CH2:53][CH2:54][N:20]1[CH2:19][CH2:18][N:17]([CH2:16][C:13]2[CH:12]=[CH:11][C:10]([C:9](=[O:23])[NH:8][C:5]3[CH:6]=[CH:7][C:2]([CH3:1])=[C:3]([NH:24][C:25]4[N:30]=[C:29]([C:31]5[CH:32]=[N:33][CH:34]=[CH:35][CH:36]=5)[CH:28]=[CH:27][N:26]=4)[CH:4]=3)=[CH:15][CH:14]=2)[CH2:22][CH2:21]1)([O:46][C:47]1[CH:52]=[CH:51][CH:50]=[CH:49][CH:48]=1)=[O:45])[CH3:42])[CH3:38]. The yield is 0.260.